From a dataset of NCI-60 drug combinations with 297,098 pairs across 59 cell lines. Regression. Given two drug SMILES strings and cell line genomic features, predict the synergy score measuring deviation from expected non-interaction effect. (1) Drug 1: CCC1=CC2CC(C3=C(CN(C2)C1)C4=CC=CC=C4N3)(C5=C(C=C6C(=C5)C78CCN9C7C(C=CC9)(C(C(C8N6C)(C(=O)OC)O)OC(=O)C)CC)OC)C(=O)OC.C(C(C(=O)O)O)(C(=O)O)O. Drug 2: C1CN1P(=S)(N2CC2)N3CC3. Cell line: SF-268. Synergy scores: CSS=33.6, Synergy_ZIP=-0.855, Synergy_Bliss=5.28, Synergy_Loewe=-9.76, Synergy_HSA=5.80. (2) Drug 1: CNC(=O)C1=CC=CC=C1SC2=CC3=C(C=C2)C(=NN3)C=CC4=CC=CC=N4. Drug 2: CC1=C2C(C(=O)C3(C(CC4C(C3C(C(C2(C)C)(CC1OC(=O)C(C(C5=CC=CC=C5)NC(=O)OC(C)(C)C)O)O)OC(=O)C6=CC=CC=C6)(CO4)OC(=O)C)O)C)O. Cell line: UACC-257. Synergy scores: CSS=26.4, Synergy_ZIP=0.158, Synergy_Bliss=6.36, Synergy_Loewe=-9.05, Synergy_HSA=5.52. (3) Cell line: SNB-19. Drug 1: CC12CCC3C(C1CCC2=O)CC(=C)C4=CC(=O)C=CC34C. Drug 2: C1CCC(CC1)NC(=O)N(CCCl)N=O. Synergy scores: CSS=42.1, Synergy_ZIP=-7.25, Synergy_Bliss=-3.12, Synergy_Loewe=-11.5, Synergy_HSA=-0.286. (4) Drug 1: CC1=CC2C(CCC3(C2CCC3(C(=O)C)OC(=O)C)C)C4(C1=CC(=O)CC4)C. Drug 2: CC=C1C(=O)NC(C(=O)OC2CC(=O)NC(C(=O)NC(CSSCCC=C2)C(=O)N1)C(C)C)C(C)C. Cell line: HOP-92. Synergy scores: CSS=18.6, Synergy_ZIP=1.90, Synergy_Bliss=-3.06, Synergy_Loewe=-67.0, Synergy_HSA=-8.91. (5) Drug 1: C1=NC2=C(N=C(N=C2N1C3C(C(C(O3)CO)O)O)F)N. Drug 2: CC(C)(C#N)C1=CC(=CC(=C1)CN2C=NC=N2)C(C)(C)C#N. Cell line: M14. Synergy scores: CSS=3.49, Synergy_ZIP=0.00631, Synergy_Bliss=0.321, Synergy_Loewe=-1.97, Synergy_HSA=-1.34.